This data is from Reaction yield outcomes from USPTO patents with 853,638 reactions. The task is: Predict the reaction yield, written as a fraction of the theoretical maximum amount of product (1.0 means a 100% yield; for example, 0.34 means a 34% yield). (1) The reactants are Br[C:2]1[CH:3]=[CH:4][C:5]2[N:6]([C:8]([C:11]3[CH:16]=[CH:15][CH:14]=[CH:13][C:12]=3[O:17][CH3:18])=[N:9][N:10]=2)[CH:7]=1.[CH3:19][O:20][C:21]1[CH:26]=[CH:25][C:24](B(O)O)=[CH:23][CH:22]=1.C(=O)([O-])[O-].[Cs+].[Cs+].O1CCOCC1. The catalyst is C1C=CC([P]([Pd]([P](C2C=CC=CC=2)(C2C=CC=CC=2)C2C=CC=CC=2)([P](C2C=CC=CC=2)(C2C=CC=CC=2)C2C=CC=CC=2)[P](C2C=CC=CC=2)(C2C=CC=CC=2)C2C=CC=CC=2)(C2C=CC=CC=2)C2C=CC=CC=2)=CC=1.O. The product is [CH3:18][O:17][C:12]1[CH:13]=[CH:14][CH:15]=[CH:16][C:11]=1[C:8]1[N:6]2[CH:7]=[C:2]([C:24]3[CH:25]=[CH:26][C:21]([O:20][CH3:19])=[CH:22][CH:23]=3)[CH:3]=[CH:4][C:5]2=[N:10][N:9]=1. The yield is 0.842. (2) The reactants are [Cl-].[CH:2]([C:5]1[CH:27]=[CH:26][C:8]([NH:9][C:10]2[C:11]([NH2+:16][C:17]3[CH:22]=[CH:21][C:20]([CH:23]([CH3:25])[CH3:24])=[CH:19][CH:18]=3)=[N:12][CH:13]=[CH:14][N:15]=2)=[CH:7][CH:6]=1)([CH3:4])[CH3:3].[CH:28](OCC)(OCC)[O:29][CH2:30][CH3:31]. The catalyst is O. The product is [CH2:30]([O:29][CH:28]1[N:16]([C:17]2[CH:18]=[CH:19][C:20]([CH:23]([CH3:25])[CH3:24])=[CH:21][CH:22]=2)[C:11]2=[N:12][CH:13]=[CH:14][N:15]=[C:10]2[N:9]1[C:8]1[CH:26]=[CH:27][C:5]([CH:2]([CH3:4])[CH3:3])=[CH:6][CH:7]=1)[CH3:31]. The yield is 0.750. (3) The reactants are [Br:1][C:2]1[C:3](=[O:17])[NH:4][C:5](=[O:16])[N:6](CCC2C=CC=CC=2)[N:7]=1.Br[CH2:19][C:20]1[CH:29]=[CH:28][C:27]2[C:22](=[CH:23][CH:24]=[C:25]([F:30])[CH:26]=2)[CH:21]=1.C(I)CC1C=CC=CC=1. No catalyst specified. The product is [Br:1][C:2]1[C:3](=[O:17])[NH:4][C:5](=[O:16])[N:6]([CH2:19][C:20]2[CH:29]=[CH:28][C:27]3[C:22](=[CH:23][CH:24]=[C:25]([F:30])[CH:26]=3)[CH:21]=2)[N:7]=1. The yield is 0.530. (4) The reactants are [F:1][C:2]([F:17])([F:16])[S:3]([NH:6][C:7]1[CH:12]=[CH:11][CH:10]=[C:9]([N+:13]([O-])=O)[CH:8]=1)(=[O:5])=[O:4]. The catalyst is C(O)C.[Pd]. The product is [NH2:13][C:9]1[CH:8]=[C:7]([NH:6][S:3]([C:2]([F:17])([F:1])[F:16])(=[O:5])=[O:4])[CH:12]=[CH:11][CH:10]=1. The yield is 1.00. (5) The reactants are [Cl:1][C:2]1[CH:3]=[C:4]2[C:9](=[CH:10][C:11]=1[O:12][C:13]1[CH:18]=[CH:17][C:16]([C:19](=[O:31])[NH:20][CH2:21][CH2:22][CH2:23][C:24]3[CH:29]=[CH:28][C:27]([Cl:30])=[CH:26][CH:25]=3)=[CH:15][CH:14]=1)[O:8][CH2:7][CH2:6][CH:5]2[C:32]([O:34]CC)=[O:33].[OH-].[Na+].C(O)C. The catalyst is C1COCC1.C(OCC)(=O)C.Cl. The product is [Cl:1][C:2]1[CH:3]=[C:4]2[C:9](=[CH:10][C:11]=1[O:12][C:13]1[CH:14]=[CH:15][C:16]([C:19](=[O:31])[NH:20][CH2:21][CH2:22][CH2:23][C:24]3[CH:25]=[CH:26][C:27]([Cl:30])=[CH:28][CH:29]=3)=[CH:17][CH:18]=1)[O:8][CH2:7][CH2:6][CH:5]2[C:32]([OH:34])=[O:33]. The yield is 1.00. (6) The reactants are [Br:1][C:2]1[CH:7]=[CH:6][C:5]([CH2:8][C:9]([OH:11])=[O:10])=[CH:4][CH:3]=1.S(=O)(=O)(O)O.[CH3:17]O. No catalyst specified. The product is [Br:1][C:2]1[CH:3]=[CH:4][C:5]([CH2:8][C:9]([O:11][CH3:17])=[O:10])=[CH:6][CH:7]=1. The yield is 1.00. (7) The reactants are [Cl:1][C:2]1[N:3]=[C:4](Cl)[C:5]2[CH2:10][CH2:9][CH:8]([C:11]3[CH:16]=[CH:15][C:14]([F:17])=[CH:13][CH:12]=3)[C:6]=2[N:7]=1.[CH3:19][N:20]([CH3:26])[CH:21]1[CH2:25][CH2:24][NH:23][CH2:22]1. No catalyst specified. The product is [Cl:1][C:2]1[N:3]=[C:4]([N:23]2[CH2:24][CH2:25][CH:21]([N:20]([CH3:26])[CH3:19])[CH2:22]2)[C:5]2[CH2:10][CH2:9][CH:8]([C:11]3[CH:16]=[CH:15][C:14]([F:17])=[CH:13][CH:12]=3)[C:6]=2[N:7]=1. The yield is 0.860.